Dataset: Forward reaction prediction with 1.9M reactions from USPTO patents (1976-2016). Task: Predict the product of the given reaction. (1) Given the reactants [Br:1][C:2]1[CH:7]=[C:6]([N+:8]([O-:10])=[O:9])[CH:5]=[C:4]([N+]([O-])=O)[CH:3]=1.[CH3:14][N:15]([CH3:19])[CH2:16][CH2:17][OH:18].[OH-].[K+], predict the reaction product. The product is: [Br:1][C:2]1[CH:3]=[C:4]([CH:5]=[C:6]([N+:8]([O-:10])=[O:9])[CH:7]=1)[O:18][CH2:17][CH2:16][N:15]([CH3:19])[CH3:14]. (2) Given the reactants CCN(C(C)C)C(C)C.[CH3:10][O:11][C:12]1[CH:13]=[CH:14][CH:15]=[C:16]2[C:21]=1[O:20][C:19](=[O:22])[C:18]([C:23]([OH:25])=O)=[CH:17]2.CN(C(ON1N=NC2C=CC=NC1=2)=[N+](C)C)C.F[P-](F)(F)(F)(F)F.[F:50][C:51]([F:67])([F:66])[O:52][C:53]1[CH:58]=[CH:57][CH:56]=[CH:55][C:54]=1[C:59]1[CH:64]=[CH:63][CH:62]=[C:61]([NH2:65])[CH:60]=1, predict the reaction product. The product is: [F:50][C:51]([F:66])([F:67])[O:52][C:53]1[CH:58]=[CH:57][CH:56]=[CH:55][C:54]=1[C:59]1[CH:64]=[CH:63][CH:62]=[C:61]([NH:65][C:23]([C:18]2[C:19](=[O:22])[O:20][C:21]3[C:16]([CH:17]=2)=[CH:15][CH:14]=[CH:13][C:12]=3[O:11][CH3:10])=[O:25])[CH:60]=1. (3) Given the reactants C(OC([N:8]1[CH2:13][CH2:12][CH:11]([C:14](=[O:33])[NH:15][C:16]2[CH:21]=[CH:20][CH:19]=[CH:18][C:17]=2[O:22][C:23]2[CH:28]=[CH:27][C:26]([C:29]([F:32])([F:31])[F:30])=[CH:25][CH:24]=2)[CH2:10][CH2:9]1)=O)(C)(C)C.C(O)(C(F)(F)F)=O.C(=O)([O-])[O-].[K+].[K+].O, predict the reaction product. The product is: [F:32][C:29]([F:30])([F:31])[C:26]1[CH:25]=[CH:24][C:23]([O:22][C:17]2[CH:18]=[CH:19][CH:20]=[CH:21][C:16]=2[NH:15][C:14]([CH:11]2[CH2:12][CH2:13][NH:8][CH2:9][CH2:10]2)=[O:33])=[CH:28][CH:27]=1. (4) Given the reactants [N+:1]([C:4]1[CH:9]=[CH:8][C:7]([C:10]2[C:14](B3OC(C)(C)C(C)(C)O3)=[CH:13]N(CC(OC(C)(C)C)=O)N=2)=[CH:6][CH:5]=1)([O-:3])=[O:2].Cl.[C:33]([NH:37][NH2:38])([CH3:36])([CH3:35])[CH3:34], predict the reaction product. The product is: [CH3:34][C:33]([N:37]1[CH:13]=[CH:14][C:10]([C:7]2[CH:8]=[CH:9][C:4]([N+:1]([O-:3])=[O:2])=[CH:5][CH:6]=2)=[N:38]1)([CH3:36])[CH3:35].